This data is from Catalyst prediction with 721,799 reactions and 888 catalyst types from USPTO. The task is: Predict which catalyst facilitates the given reaction. (1) Reactant: [Cl:1][C:2]1[CH:9]=[CH:8][CH:7]=[CH:6][C:3]=1[CH2:4][NH2:5].[Br:10][C:11]1[CH:19]=[CH:18][C:14]([C:15](Cl)=[O:16])=[CH:13][CH:12]=1.C(N(CC)CC)C. Product: [Br:10][C:11]1[CH:19]=[CH:18][C:14]([C:15]([NH:5][CH2:4][C:3]2[CH:6]=[CH:7][CH:8]=[CH:9][C:2]=2[Cl:1])=[O:16])=[CH:13][CH:12]=1. The catalyst class is: 1. (2) Reactant: [OH-].[NH4+:2].Cl[C:4]1[C:9]([C:10]([O:12][CH2:13][CH3:14])=[O:11])=[CH:8][N:7]=[C:6]([S:15][CH3:16])[N:5]=1. Product: [NH2:2][C:4]1[C:9]([C:10]([O:12][CH2:13][CH3:14])=[O:11])=[CH:8][N:7]=[C:6]([S:15][CH3:16])[N:5]=1. The catalyst class is: 8. (3) Reactant: I[C:2]1[C:10]2[CH:9]=[N:8][CH:7]=[N:6][C:5]=2[N:4]([Si:11]([CH:18]([CH3:20])[CH3:19])([CH:15]([CH3:17])[CH3:16])[CH:12]([CH3:14])[CH3:13])[CH:3]=1.C([Mg]Cl)(C)C.[C:26]([O:30][C:31](=[O:51])[N:32]([C:42]1[CH:47]=[CH:46][C:45]([CH:48]=[O:49])=[C:44]([F:50])[N:43]=1)[CH2:33][C:34]1[CH:39]=[CH:38][C:37]([O:40][CH3:41])=[CH:36][CH:35]=1)([CH3:29])([CH3:28])[CH3:27]. Product: [C:26]([O:30][C:31](=[O:51])[N:32]([C:42]1[CH:47]=[CH:46][C:45]([CH:48]([OH:49])[C:2]2[C:10]3[CH:9]=[N:8][CH:7]=[N:6][C:5]=3[N:4]([Si:11]([CH:18]([CH3:20])[CH3:19])([CH:15]([CH3:17])[CH3:16])[CH:12]([CH3:14])[CH3:13])[CH:3]=2)=[C:44]([F:50])[N:43]=1)[CH2:33][C:34]1[CH:35]=[CH:36][C:37]([O:40][CH3:41])=[CH:38][CH:39]=1)([CH3:29])([CH3:27])[CH3:28]. The catalyst class is: 7. (4) Reactant: Cl[C:2]1[C:7]([O:8][CH3:9])=[CH:6][C:5]([O:10][CH3:11])=[C:4](Cl)[C:3]=1[C:13]1[C:22](=[O:23])[N:21]([CH3:24])[C:20]2[N:19]=[C:18]([NH:25][C:26]3[C:31]([N+:32]([O-])=O)=[CH:30][CH:29]=[CH:28][C:27]=3[CH3:35])[N:17]=[CH:16][C:15]=2[N:14]=1.[Cl-].[NH4+]. Product: [NH2:32][C:31]1[CH:30]=[CH:29][CH:28]=[C:27]([CH3:35])[C:26]=1[NH:25][C:18]1[N:17]=[CH:16][C:15]2[N:14]=[C:13]([C:3]3[CH:4]=[C:5]([O:10][CH3:11])[CH:6]=[C:7]([O:8][CH3:9])[CH:2]=3)[C:22](=[O:23])[N:21]([CH3:24])[C:20]=2[N:19]=1. The catalyst class is: 190. (5) Reactant: [CH3:1][N:2]([C-:4]1[CH:8]=[CH:7][CH:6]=[CH:5]1)[CH3:3].[CH-:9]1[CH:13]=[CH:12][CH:11]=[CH:10]1.[Fe+2:14].B(F)(F)F.CCOCC.[Li]CCCC.Cl[P:30]([CH:37]1[CH2:42][CH2:41][CH2:40][CH2:39][CH2:38]1)[CH:31]1[CH2:36][CH2:35][CH2:34][CH2:33][CH2:32]1.C([O-])(O)=O.[Na+]. Product: [CH:37]1([P:30]([CH:31]2[CH2:32][CH2:33][CH2:34][CH2:35][CH2:36]2)[C:5]2[C-:4]([N:2]([CH3:3])[CH3:1])[CH:8]=[CH:7][CH:6]=2)[CH2:38][CH2:39][CH2:40][CH2:41][CH2:42]1.[CH-:9]1[CH:13]=[CH:12][CH:11]=[CH:10]1.[Fe+2:14]. The catalyst class is: 116. (6) Reactant: Cl[C:2]1[N:3]=[N:4][C:5]([CH2:8][C:9]2[CH:14]=[C:13]([O:15][C:16]3[C:24]([CH3:25])=[CH:23][C:22]([N+:26]([O-:28])=[O:27])=[C:21]4[C:17]=3[CH2:18][CH2:19][CH2:20]4)[CH:12]=[CH:11][C:10]=2[O:29][CH3:30])=[CH:6][CH:7]=1.C([O-])(=[O:33])C.[Na+]. Product: [CH3:30][O:29][C:10]1[CH:11]=[CH:12][C:13]([O:15][C:16]2[C:24]([CH3:25])=[CH:23][C:22]([N+:26]([O-:28])=[O:27])=[C:21]3[C:17]=2[CH2:18][CH2:19][CH2:20]3)=[CH:14][C:9]=1[CH2:8][C:5]1[CH:6]=[CH:7][C:2](=[O:33])[NH:3][N:4]=1. The catalyst class is: 15. (7) Reactant: C(=O)([O-])[O-].[K+].[K+].I[CH3:8].[CH3:9][C:10]1[C:15]([N+:16]([O-:18])=[O:17])=[CH:14][N:13]=[C:12]2[NH:19][CH:20]=[CH:21][C:11]=12.O. Product: [CH3:8][N:19]1[C:12]2=[N:13][CH:14]=[C:15]([N+:16]([O-:18])=[O:17])[C:10]([CH3:9])=[C:11]2[CH:21]=[CH:20]1. The catalyst class is: 3. (8) Reactant: [Br:1][C:2]1[CH:7]=[C:6]([F:8])[CH:5]=[CH:4][C:3]=1[OH:9].[CH2:10]1N2CN3CN(C2)CN1C3.[OH2:20].S(=O)(=O)(O)O. Product: [Br:1][C:2]1[C:3]([OH:9])=[C:4]([CH:5]=[C:6]([F:8])[CH:7]=1)[CH:10]=[O:20]. The catalyst class is: 67. (9) Reactant: [F:1][C:2]1[CH:3]=[C:4]([C:9]2([OH:13])[CH2:12][O:11][CH2:10]2)[CH:5]=[C:6]([F:8])[CH:7]=1.[H-].[Na+].I[CH3:17]. Product: [F:1][C:2]1[CH:3]=[C:4]([C:9]2([O:13][CH3:17])[CH2:12][O:11][CH2:10]2)[CH:5]=[C:6]([F:8])[CH:7]=1. The catalyst class is: 3. (10) Reactant: [OH:1][C:2]1[CH:9]=[CH:8][C:5]([CH:6]=O)=[CH:4][C:3]=1[CH3:10].[NH:11]1[CH2:16][CH2:15][CH2:14][CH2:13][CH2:12]1.[BH3-]C#N.[Na+]. Product: [CH3:10][C:3]1[CH:4]=[C:5]([CH2:6][N:11]2[CH2:16][CH2:15][CH2:14][CH2:13][CH2:12]2)[CH:8]=[CH:9][C:2]=1[OH:1]. The catalyst class is: 5.